This data is from NCI-60 drug combinations with 297,098 pairs across 59 cell lines. The task is: Regression. Given two drug SMILES strings and cell line genomic features, predict the synergy score measuring deviation from expected non-interaction effect. (1) Drug 1: CC1=C(C(=O)C2=C(C1=O)N3CC4C(C3(C2COC(=O)N)OC)N4)N. Drug 2: COCCOC1=C(C=C2C(=C1)C(=NC=N2)NC3=CC=CC(=C3)C#C)OCCOC.Cl. Cell line: SF-295. Synergy scores: CSS=30.2, Synergy_ZIP=-0.165, Synergy_Bliss=0.325, Synergy_Loewe=-37.4, Synergy_HSA=-1.69. (2) Drug 1: CC(C1=C(C=CC(=C1Cl)F)Cl)OC2=C(N=CC(=C2)C3=CN(N=C3)C4CCNCC4)N. Drug 2: CC(C)(C#N)C1=CC(=CC(=C1)CN2C=NC=N2)C(C)(C)C#N. Cell line: NCI-H226. Synergy scores: CSS=2.50, Synergy_ZIP=-2.62, Synergy_Bliss=-3.90, Synergy_Loewe=-4.10, Synergy_HSA=-4.23.